From a dataset of Reaction yield outcomes from USPTO patents with 853,638 reactions. Predict the reaction yield, written as a fraction of the theoretical maximum amount of product (1.0 means a 100% yield; for example, 0.34 means a 34% yield). (1) The catalyst is CS(C)=O. The product is [Cl:1][C:2]1[N:11]=[CH:10][C:9]2[N:8]([CH2:12][C:13]([F:16])([F:15])[CH3:14])[C:7](=[O:17])[C:6]3([CH3:24])[CH2:18][O:19][CH2:20][CH2:21][N:5]3[C:4]=2[N:3]=1. The reactants are [Cl:1][C:2]1[N:11]=[CH:10][C:9]2[N:8]([CH2:12][C:13]([F:16])([F:15])[CH3:14])[C:7](=[O:17])[CH:6]3[CH2:18][O:19][CH2:20][CH2:21][N:5]3[C:4]=2[N:3]=1.IC.[CH3:24]C([O-])(C)C.[Na+]. The yield is 0.540. (2) The reactants are [Br:1][C:2]1[CH:35]=[C:34]([F:36])[C:5]([NH:6][C:7]2[C:16]3[C:11](=[CH:12][C:13]([O:19][CH2:20][CH:21]4[CH2:26][CH2:25][N:24](C(OC(C)(C)C)=O)[CH2:23][CH2:22]4)=[C:14]([O:17][CH3:18])[CH:15]=3)[N:10]=[CH:9][N:8]=2)=[C:4]([F:37])[CH:3]=1.C(O)(C(F)(F)F)=O. The catalyst is C(Cl)Cl. The product is [Br:1][C:2]1[CH:35]=[C:34]([F:36])[C:5]([NH:6][C:7]2[C:16]3[C:11](=[CH:12][C:13]([O:19][CH2:20][CH:21]4[CH2:26][CH2:25][NH:24][CH2:23][CH2:22]4)=[C:14]([O:17][CH3:18])[CH:15]=3)[N:10]=[CH:9][N:8]=2)=[C:4]([F:37])[CH:3]=1. The yield is 0.230. (3) The reactants are Br[CH2:2][C:3]1[CH:8]=[CH:7][CH:6]=[C:5]([N+:9]([O-:11])=[O:10])[CH:4]=1.[CH3:12][N:13]1[CH2:18][CH2:17][NH:16][CH2:15][CH2:14]1.C([O-])([O-])=O.[K+].[K+]. The catalyst is CN(C=O)C.O. The product is [CH3:12][N:13]1[CH2:18][CH2:17][N:16]([CH2:2][C:3]2[CH:8]=[CH:7][CH:6]=[C:5]([N+:9]([O-:11])=[O:10])[CH:4]=2)[CH2:15][CH2:14]1. The yield is 0.590. (4) The reactants are [CH:1](=[O:10])[CH2:2][CH2:3][CH2:4][CH2:5][CH2:6][CH2:7][C:8]#[CH:9].O.C1(C)C=CC(S(O)(=O)=O)=CC=1.[CH2:23](O)[CH2:24][OH:25]. The catalyst is C1C=CC=CC=1. The product is [CH2:2]([CH:1]1[O:25][CH2:24][CH2:23][O:10]1)[CH2:3][CH2:4][CH2:5][CH2:6][CH2:7][C:8]#[CH:9]. The yield is 0.760. (5) The reactants are Cl[C:2]1[C:3]([CH3:9])=[N:4][CH:5]=[C:6]([CH3:8])[N:7]=1.[NH3:10]. No catalyst specified. The product is [CH3:9][C:3]1[C:2]([NH2:10])=[N:7][C:6]([CH3:8])=[CH:5][N:4]=1. The yield is 0.810. (6) The reactants are [C:1]([O:5][C:6](=[O:25])[CH2:7][CH:8]([NH:13][C:14](=[O:24])[C@@H:15]([N:17]1[CH:22]=[CH:21][CH:20]=[CH:19][C:18]1=[O:23])[CH3:16])[CH:9]([OH:12])[CH2:10][F:11])([CH3:4])([CH3:3])[CH3:2].CC(OI1(OC(C)=O)(OC(C)=O)OC(=O)C2C1=CC=CC=2)=O.C(=O)([O-])O.[Na+].S([O-])([O-])(=O)=S.[Na+].[Na+]. The catalyst is C(Cl)Cl.C(OCC)(=O)C. The product is [C:1]([O:5][C:6](=[O:25])[CH2:7][CH:8]([NH:13][C:14](=[O:24])[C@@H:15]([N:17]1[CH:22]=[CH:21][CH:20]=[CH:19][C:18]1=[O:23])[CH3:16])[C:9](=[O:12])[CH2:10][F:11])([CH3:2])([CH3:3])[CH3:4]. The yield is 0.930. (7) The reactants are [CH3:1][N:2]([CH2:22][C:23]1[O:24][C:25]2[CH:32]=[CH:31][CH:30]=[CH:29][C:26]=2[C:27]=1[CH3:28])[C:3](=[O:21])/[CH:4]=[CH:5]/[C:6]1[CH:7]=[N:8][C:9]2[NH:18][C:17](=[O:19])[C@H:16]3[N:12]([CH2:13][CH2:14][CH2:15]3)[CH2:11][C:10]=2[CH:20]=1.[ClH:33]. The catalyst is C(Cl)Cl.C(OCC)C. The product is [ClH:33].[CH3:1][N:2]([CH2:22][C:23]1[O:24][C:25]2[CH:32]=[CH:31][CH:30]=[CH:29][C:26]=2[C:27]=1[CH3:28])[C:3](=[O:21])/[CH:4]=[CH:5]/[C:6]1[CH:7]=[N:8][C:9]2[NH:18][C:17](=[O:19])[C@H:16]3[N:12]([CH2:13][CH2:14][CH2:15]3)[CH2:11][C:10]=2[CH:20]=1. The yield is 0.890. (8) The reactants are C[N:2]([CH2:10][C:11]1[CH:15]=[C:14]([C:16]2[CH:21]=[CH:20][CH:19]=[CH:18][CH:17]=2)[NH:13][CH:12]=1)[C:3](=O)OC(C)(C)C.[H-].[Na+].[Cl:24][C:25]1[CH:30]=[CH:29][C:28]([S:31](Cl)(=[O:33])=[O:32])=[CH:27][CH:26]=1. The catalyst is CN(C)C=O. The product is [ClH:24].[Cl:24][C:25]1[CH:30]=[CH:29][C:28]([S:31]([N:13]2[C:14]([C:16]3[CH:17]=[CH:18][CH:19]=[CH:20][CH:21]=3)=[CH:15][C:11]([CH2:10][NH:2][CH3:3])=[CH:12]2)(=[O:33])=[O:32])=[CH:27][CH:26]=1. The yield is 0.400. (9) The reactants are [O:1]([C:8]1[CH:9]=[C:10]([NH:14][CH2:15][C:16]2[CH:21]=[CH:20][CH:19]=[C:18]([O:22][C:23]([F:28])([F:27])[CH:24]([F:26])[F:25])[CH:17]=2)[CH:11]=[CH:12][CH:13]=1)[C:2]1[CH:7]=[CH:6][CH:5]=[CH:4][CH:3]=1.[F:29][C:30]([F:35])([F:34])[CH:31]1[O:33][CH2:32]1.FC(F)(F)S([O-])(=O)=O.[Yb+3].FC(F)(F)S([O-])(=O)=O.FC(F)(F)S([O-])(=O)=O. The catalyst is C(#N)C.O.C(OCC)(=O)C. The product is [O:1]([C:8]1[CH:9]=[C:10]([N:14]([CH2:15][C:16]2[CH:21]=[CH:20][CH:19]=[C:18]([O:22][C:23]([F:27])([F:28])[CH:24]([F:25])[F:26])[CH:17]=2)[CH2:32][CH:31]([OH:33])[C:30]([F:35])([F:34])[F:29])[CH:11]=[CH:12][CH:13]=1)[C:2]1[CH:7]=[CH:6][CH:5]=[CH:4][CH:3]=1. The yield is 0.620. (10) The reactants are [S:1]1[C:13]2[N:5]([C:6]3[C:11]([N:12]=2)=[CH:10][CH:9]=[C:8]([CH:14]=[O:15])[CH:7]=3)[CH2:4][CH2:3][CH2:2]1.[Br-].[Mg+2].[Br-].[N+:19]([C:22]1[CH:40]=[CH:39][C:25]([CH2:26][O:27][C:28]([C:30]2[N:31]3[CH:34]([S:35][CH:36]=2)[CH:33]([Br:37])[C:32]3=[O:38])=[O:29])=[CH:24][CH:23]=1)([O-:21])=[O:20].[C:41](OC(=O)C)(=[O:43])[CH3:42]. The catalyst is C(OCC)(=O)C.C(N(CC)CC)C.C1COCC1.C(#N)C. The product is [C:41]([O:15][CH:14]([C:8]1[CH:9]=[CH:10][C:11]2[N:12]=[C:13]3[S:1][CH2:2][CH2:3][CH2:4][N:5]3[C:6]=2[CH:7]=1)[C:33]1([Br:37])[C:32](=[O:38])[N:31]2[C@@H:34]1[S:35][CH:36]=[C:30]2[C:28]([O:27][CH2:26][C:25]1[CH:39]=[CH:40][C:22]([N+:19]([O-:21])=[O:20])=[CH:23][CH:24]=1)=[O:29])(=[O:43])[CH3:42]. The yield is 0.360.